From a dataset of Full USPTO retrosynthesis dataset with 1.9M reactions from patents (1976-2016). Predict the reactants needed to synthesize the given product. (1) Given the product [F:32][C:2]1([F:1])[CH2:5][CH:4]([C:6]2[O:10][N:9]=[C:8]([C:11]3[CH:12]=[CH:13][C:14]([CH3:31])=[C:15]([NH:17][C:18]([C:20]4[N:24]5[CH:25]=[CH:26][C:27]([C:29]6[N:41]=[N:42][NH:43][CH:30]=6)=[CH:28][C:23]5=[N:22][CH:21]=4)=[O:19])[CH:16]=3)[N:7]=2)[CH2:3]1, predict the reactants needed to synthesize it. The reactants are: [F:1][C:2]1([F:32])[CH2:5][CH:4]([C:6]2[O:10][N:9]=[C:8]([C:11]3[CH:12]=[CH:13][C:14]([CH3:31])=[C:15]([NH:17][C:18]([C:20]4[N:24]5[CH:25]=[CH:26][C:27]([C:29]#[CH:30])=[CH:28][C:23]5=[N:22][CH:21]=4)=[O:19])[CH:16]=3)[N:7]=2)[CH2:3]1.C(OC[N:41]=[N+:42]=[N-:43])(=O)C(C)(C)C.O=C1O[C@H]([C@H](CO)O)C([O-])=C1O.[Na+].[OH-].[Na+]. (2) The reactants are: [Cl:1][C:2]1[CH:11]=[CH:10][CH:9]=[C:8]2[C:3]=1[C:4](=[O:26])[N:5]([CH:23]1[CH2:25][CH2:24]1)[C:6]([C@H:12]([NH:15]C(=O)OC(C)(C)C)[CH2:13][CH3:14])=[N:7]2.Cl.C([O-])(O)=O.[Na+]. Given the product [NH2:15][C@@H:12]([C:6]1[N:5]([CH:23]2[CH2:24][CH2:25]2)[C:4](=[O:26])[C:3]2[C:8](=[CH:9][CH:10]=[CH:11][C:2]=2[Cl:1])[N:7]=1)[CH2:13][CH3:14], predict the reactants needed to synthesize it. (3) Given the product [C:10]([O:14][C:15]([N:17]1[CH2:22][CH2:21][N:20]([C:7]2[C:2]([NH2:1])=[N:3][CH:4]=[C:5]([Br:9])[N:6]=2)[CH2:19][CH2:18]1)=[O:16])([CH3:13])([CH3:11])[CH3:12], predict the reactants needed to synthesize it. The reactants are: [NH2:1][C:2]1[C:7](Br)=[N:6][C:5]([Br:9])=[CH:4][N:3]=1.[C:10]([O:14][C:15]([N:17]1[CH2:22][CH2:21][NH:20][CH2:19][CH2:18]1)=[O:16])([CH3:13])([CH3:12])[CH3:11]. (4) Given the product [O:9]1[C:13]2[CH:14]=[CH:15][C:16]([C:18]3[N:8]=[C:4]4[CH:3]=[C:2]([Br:1])[CH:7]=[CH:6][N:5]4[CH:19]=3)=[CH:17][C:12]=2[O:11][CH2:10]1, predict the reactants needed to synthesize it. The reactants are: [Br:1][C:2]1[CH:7]=[CH:6][N:5]=[C:4]([NH2:8])[CH:3]=1.[O:9]1[C:13]2[CH:14]=[CH:15][C:16]([C:18](=O)[CH2:19]Br)=[CH:17][C:12]=2[O:11][CH2:10]1. (5) Given the product [Br:1][C:2]1[CH:3]=[CH:4][CH:5]=[C:6]2[C:11]=1[N:10]=[C:9]([NH:22][C:19]1([CH3:18])[CH2:21][CH2:20]1)[N:8]([CH:13]1[CH2:15][CH2:14]1)[C:7]2=[O:16], predict the reactants needed to synthesize it. The reactants are: [Br:1][C:2]1[CH:3]=[CH:4][CH:5]=[C:6]2[C:11]=1[N:10]=[C:9](Cl)[N:8]([CH:13]1[CH2:15][CH2:14]1)[C:7]2=[O:16].Cl.[CH3:18][C:19]1([NH2:22])[CH2:21][CH2:20]1.CCN(CC)CC.O. (6) Given the product [CH3:1][O:2][CH:3]([O:27][CH3:28])[CH2:4][N:5]1[C:13]2[C:8](=[CH:9][C:10]([OH:29])=[CH:11][C:12]=2[C:14]([O:16][CH3:17])=[O:15])[CH:7]=[N:6]1, predict the reactants needed to synthesize it. The reactants are: [CH3:1][O:2][CH:3]([O:27][CH3:28])[CH2:4][N:5]1[C:13]2[C:8](=[CH:9][C:10](B3OC(C)(C)C(C)(C)O3)=[CH:11][C:12]=2[C:14]([O:16][CH3:17])=[O:15])[CH:7]=[N:6]1.[OH:29]O. (7) Given the product [CH3:2][CH:3]1[C:8](=[N:13][OH:14])[CH:7]2[CH2:10][CH2:11][N:4]1[CH2:5][CH2:6]2, predict the reactants needed to synthesize it. The reactants are: Cl.[CH3:2][CH:3]1[C:8](=O)[CH:7]2[CH2:10][CH2:11][N:4]1[CH2:5][CH2:6]2.Cl.[NH2:13][OH:14].O.O.O.C([O-])(=O)C.[Na+]. (8) Given the product [CH:1]1([N:7]2[C:12](=[O:13])[CH:11]=[CH:10][C:9]([C:14]([OH:16])=[O:15])=[CH:8]2)[CH2:2][CH2:3][CH2:4][CH2:5][CH2:6]1, predict the reactants needed to synthesize it. The reactants are: [CH:1]1([N:7]2[C:12](=[O:13])[CH:11]=[CH:10][C:9]([C:14]([O:16]C)=[O:15])=[CH:8]2)[CH2:6][CH2:5][CH2:4][CH2:3][CH2:2]1.[Li+].[OH-].